This data is from NCI-60 drug combinations with 297,098 pairs across 59 cell lines. The task is: Regression. Given two drug SMILES strings and cell line genomic features, predict the synergy score measuring deviation from expected non-interaction effect. (1) Drug 1: COC1=CC(=CC(=C1O)OC)C2C3C(COC3=O)C(C4=CC5=C(C=C24)OCO5)OC6C(C(C7C(O6)COC(O7)C8=CC=CS8)O)O. Drug 2: CC1CCC2CC(C(=CC=CC=CC(CC(C(=O)C(C(C(=CC(C(=O)CC(OC(=O)C3CCCCN3C(=O)C(=O)C1(O2)O)C(C)CC4CCC(C(C4)OC)O)C)C)O)OC)C)C)C)OC. Cell line: SN12C. Synergy scores: CSS=42.0, Synergy_ZIP=-14.0, Synergy_Bliss=-8.83, Synergy_Loewe=-4.21, Synergy_HSA=-3.35. (2) Drug 1: CC(CN1CC(=O)NC(=O)C1)N2CC(=O)NC(=O)C2. Drug 2: COC1=CC(=CC(=C1O)OC)C2C3C(COC3=O)C(C4=CC5=C(C=C24)OCO5)OC6C(C(C7C(O6)COC(O7)C8=CC=CS8)O)O. Cell line: NCI-H322M. Synergy scores: CSS=7.08, Synergy_ZIP=-0.584, Synergy_Bliss=1.32, Synergy_Loewe=-0.352, Synergy_HSA=2.05. (3) Drug 1: C1CCC(CC1)NC(=O)N(CCCl)N=O. Drug 2: CC1=C(C=C(C=C1)NC(=O)C2=CC=C(C=C2)CN3CCN(CC3)C)NC4=NC=CC(=N4)C5=CN=CC=C5. Cell line: OVCAR-4. Synergy scores: CSS=6.06, Synergy_ZIP=-1.59, Synergy_Bliss=2.70, Synergy_Loewe=1.46, Synergy_HSA=2.20. (4) Drug 1: CC1CCC2CC(C(=CC=CC=CC(CC(C(=O)C(C(C(=CC(C(=O)CC(OC(=O)C3CCCCN3C(=O)C(=O)C1(O2)O)C(C)CC4CCC(C(C4)OC)O)C)C)O)OC)C)C)C)OC. Drug 2: C1=CN(C=N1)CC(O)(P(=O)(O)O)P(=O)(O)O. Cell line: SW-620. Synergy scores: CSS=9.84, Synergy_ZIP=-0.142, Synergy_Bliss=3.68, Synergy_Loewe=-34.7, Synergy_HSA=2.76.